Dataset: Experimentally validated miRNA-target interactions with 360,000+ pairs, plus equal number of negative samples. Task: Binary Classification. Given a miRNA mature sequence and a target amino acid sequence, predict their likelihood of interaction. (1) The miRNA is hsa-miR-892b with sequence CACUGGCUCCUUUCUGGGUAGA. The protein sequence of the target gene is MPKNKGKGGKNRRRGKNENESEKRELVFKEDGQEYAQVIKMLGNGRLEALCFDGVKRLCHIRGKLRKKVWINTSDIILVGLRDYQDNKADVILKYNADEARSLKAYGELPEHAKINETDTFGPGDDDEIQFDDIGDDDEDIDDI. Result: 0 (no interaction). (2) The miRNA is mmu-miR-7035-3p with sequence UCUGAGCCGCUGUCCCUGCAG. The protein sequence of the target gene is MARGERRRRAAAAEGARPLERARAAGRRDGRAGGARGSASGAALAVVVLALAFGLSGRWVLAWLRVRRALTLHPAPSALPPDSSSPAVAPELFWGTYRPHVYFGMKTRSPKPLLTGLMWAQQGATPGTPPKLRHTCEQGDGVGPYGWEFHDGRTFGRQHIHDGALRLTTEFVKRPGGQHGGDWSWRVTVEPQASGTPSFPLVSLFFYVVTDGQEVLLPEIGAKGQLKSISGHTSELGDFRLTLLPPTSPGDTVPKHGSYNVFWSSNPGLPQLTDMVKSRLNSWFQHRPPGASPDRYLGLP.... Result: 0 (no interaction). (3) The miRNA is rno-miR-135b-5p with sequence UAUGGCUUUUCAUUCCUAUGUGA. The protein sequence of the target gene is MAAADAEQAVLAKQETKQDCCMKTELLREDTPMAADEGSTEKQEGETPMAADGETNGSCEKSGDPSHLNAPKHTQENTRASPQEGTNRVSRVAENGVSERDTEVGKQNHVTADDFMQTSVIGSNGYFLNKPALQGQPLRTPNILTSSLPGHAAKTLPGGASKCRTLSALPQTPTTAPTVPGEGSADTEDRKPTASGTDVRVHRARKTMPKSILGLHAASKDHREVQDHKEPKEDINRNISECGRQQLLPTFPALHQSLPQNQCYMATTKSQTACLPFVLAAAVSRKKKRRMGTYSLVPKK.... Result: 0 (no interaction). (4) The miRNA is hsa-miR-3135b with sequence GGCUGGAGCGAGUGCAGUGGUG. The protein sequence of the target gene is MITGVFSMRLWTPVGVLTSLAYCLHQRRVALAELQEADGQCPVDRSLLKLKMVQVVFRHGARSPLKPLPLEEQVEWNPQLLEVPPQTQFDYTVTNLAGGPKPYSPYDSQYHETTLKGGMFAGQLTKVGMQQMFALGERLRKNYVEDIPFLSPTFNPQEVFIRSTNIFRNLESTRCLLAGLFQCQKEGPIIIHTDEADSEVLYPNYQSCWSLRQRTRGRRQTASLQPGISEDLKKVKDRMGIDSSDKVDFFILLDNVAAEQAHNLPSCPMLKRFARMIEQRAVDTSLYILPKEDRESLQMA.... Result: 1 (interaction). (5) Result: 1 (interaction). The miRNA is hsa-miR-4645-3p with sequence AGACAGUAGUUCUUGCCUGGUU. The protein sequence of the target gene is MTMGDKKSPTRPKRQAKPAADEGFWDCSVCTFRNSAEAFKCSICDVRKGTSTRKPRINSQLVAQQVAQQYATPPPPKKEKKEKVEKQDKEKPEKDKEISPSVTKKNTNKKTKPKSDILKDPPSEANSIQSANATTKTSETNHTSRPRLKNVDRSTAQQLAVTVGNVTVIITDFKEKTRSSSTSSSTVTSSAGSEQQNQSSSGSESTDKGSSRSSTPKGDMSAVNDESF. (6) The miRNA is hsa-miR-4776-5p with sequence GUGGACCAGGAUGGCAAGGGCU. The protein sequence of the target gene is MLPTGEGAEGQDWHLDMQLPSKVVLSAAALLLVTAAYKLYKSRPAPVGQAGRNNKDHKAENETEALGQLAFQEAPPGTLPRGRRRRKASKGAGTSLDYSLVDPEDPCILDISRSEEATRKGSDESQGRQCPDSQQVPPPCGGQEAGTDVRGKPNPPHLPHSGCEPTSSSGRLIPGVGGSCVGDKLSPWPDSRPPEETGSGDLEAPNGWTDLTLVNGDMNQSWIFTHMTGVSRGEAGVLQAAADMGLATQQQEGATNASHTFSSVARIRMEENIIQKAEGPGLKGRVYDYFVESTSKADSR.... Result: 0 (no interaction). (7) The miRNA is hsa-miR-19b-3p with sequence UGUGCAAAUCCAUGCAAAACUGA. The protein sequence of the target gene is MASRAVVRARRCPQCPQVRAAAAAPAWAALPLSRSLPPCSNSSSFSMPLFLLLLLVLLLLLEDAGAQQGDGCGHTVLGPESGTLTSINYPQTYPNSTVCEWEIRVKMGERVRIKFGDFDIEDSDSCHFNYLRIYNGIGVSRTEIGKYCGLGLQMNHSIESKGNEITLLFMSGIHVSGRGFLASYSVIDKQDLITCLDTASNFLEPEFSKYCPAGCLLPFAEISGTIPHGYRDSSPLCMAGVHAGVVSNTLGGQISVVISKGIPYYESSLANNVTSVVGHLSTSLFTFKTSGCYGTLGMES.... Result: 1 (interaction).